From a dataset of Full USPTO retrosynthesis dataset with 1.9M reactions from patents (1976-2016). Predict the reactants needed to synthesize the given product. The reactants are: [CH3:1][C:2]1[C:3]([C:24]([OH:26])=O)=[C:4]([C:18]2[CH:19]=[N:20][CH:21]=[N:22][CH:23]=2)[CH:5]=[C:6]([C:8]2[CH:13]=[CH:12][CH:11]=[C:10]([C:14]([F:17])([F:16])[F:15])[CH:9]=2)[CH:7]=1.C(Cl)(=O)C(Cl)=O.CCN(CC)CC.[N:40]1([CH:45]2[CH2:50][CH2:49][NH:48][CH2:47][CH2:46]2)[CH2:44][CH2:43][CH2:42][CH2:41]1. Given the product [CH3:1][C:2]1[C:3]([C:24]([N:48]2[CH2:49][CH2:50][CH:45]([N:40]3[CH2:44][CH2:43][CH2:42][CH2:41]3)[CH2:46][CH2:47]2)=[O:26])=[C:4]([C:18]2[CH:19]=[N:20][CH:21]=[N:22][CH:23]=2)[CH:5]=[C:6]([C:8]2[CH:13]=[CH:12][CH:11]=[C:10]([C:14]([F:15])([F:16])[F:17])[CH:9]=2)[CH:7]=1, predict the reactants needed to synthesize it.